From a dataset of Forward reaction prediction with 1.9M reactions from USPTO patents (1976-2016). Predict the product of the given reaction. (1) Given the reactants [Br:1][CH:2]([CH2:19][CH2:20]Br)[C:3]([NH:5][CH:6]1[CH2:11][CH2:10][N:9]([C:12]([O:14][C:15]([CH3:18])([CH3:17])[CH3:16])=[O:13])[CH2:8][CH2:7]1)=[O:4].[H-].[Na+], predict the reaction product. The product is: [Br:1][CH:2]1[CH2:19][CH2:20][N:5]([CH:6]2[CH2:11][CH2:10][N:9]([C:12]([O:14][C:15]([CH3:18])([CH3:17])[CH3:16])=[O:13])[CH2:8][CH2:7]2)[C:3]1=[O:4]. (2) Given the reactants [CH3:1][S:2](Cl)(=[O:4])=[O:3].[NH2:6][CH2:7][CH2:8][CH2:9][CH2:10][N:11]1[C:19]2[C:18]([CH3:20])=[CH:17][N:16]=[C:15]([NH2:21])[C:14]=2[N:13]=[C:12]1[CH2:22][O:23][CH2:24][CH3:25].C(N(CC)CC)C.C(Cl)(Cl)Cl, predict the reaction product. The product is: [NH2:21][C:15]1[C:14]2[N:13]=[C:12]([CH2:22][O:23][CH2:24][CH3:25])[N:11]([CH2:10][CH2:9][CH2:8][CH2:7][NH:6][S:2]([CH3:1])(=[O:4])=[O:3])[C:19]=2[C:18]([CH3:20])=[CH:17][N:16]=1. (3) Given the reactants Cl[C:2]1[N:7]=[CH:6][N:5]=[C:4]([NH2:8])[C:3]=1[C:9]1[O:13][N:12]=[C:11]([CH3:14])[N:10]=1.[NH2:15][C@H:16]([C:19]1[N:28]([CH:29]2[CH2:31][CH2:30]2)[C:27](=[O:32])[C:26]2[C:21](=[CH:22][CH:23]=[CH:24][C:25]=2[F:33])[N:20]=1)[CH2:17][CH3:18].CCN(C(C)C)C(C)C.CCOC(C)=O, predict the reaction product. The product is: [NH2:8][C:4]1[N:5]=[CH:6][N:7]=[C:2]([NH:15][C@H:16]([C:19]2[N:28]([CH:29]3[CH2:30][CH2:31]3)[C:27](=[O:32])[C:26]3[C:21](=[CH:22][CH:23]=[CH:24][C:25]=3[F:33])[N:20]=2)[CH2:17][CH3:18])[C:3]=1[C:9]1[O:13][N:12]=[C:11]([CH3:14])[N:10]=1. (4) Given the reactants [H-].C([Al+]CC(C)C)C(C)C.[Cl:11][C:12]1[CH:23]=[CH:22][C:15]([C:16](N(OC)C)=[O:17])=[C:14]([N:24]([S:28]([C:31]2[CH:36]=[CH:35][C:34]([Cl:37])=[C:33]([C:38]([F:41])([F:40])[F:39])[CH:32]=2)(=[O:30])=[O:29])[CH2:25][O:26][CH3:27])[CH:13]=1.C([O-])(=O)C(C(C([O-])=O)O)O.[K+].[Na+], predict the reaction product. The product is: [Cl:37][C:34]1[CH:35]=[CH:36][C:31]([S:28]([N:24]([C:14]2[CH:13]=[C:12]([Cl:11])[CH:23]=[CH:22][C:15]=2[CH:16]=[O:17])[CH2:25][O:26][CH3:27])(=[O:29])=[O:30])=[CH:32][C:33]=1[C:38]([F:40])([F:41])[F:39]. (5) The product is: [CH3:7][O:8][C:9]1[CH:14]=[CH:13][C:12]([C:19]2[CH:20]=[C:21]([CH:30]=[O:31])[O:22][C:23]=2[C:24]2[CH:29]=[CH:28][CH:27]=[CH:26][CH:25]=2)=[CH:11][CH:10]=1. Given the reactants C(=O)([O-])[O-].[Na+].[Na+].[CH3:7][O:8][C:9]1[CH:14]=[CH:13][C:12](B(O)O)=[CH:11][CH:10]=1.Br[C:19]1[CH:20]=[C:21]([CH:30]=[O:31])[O:22][C:23]=1[C:24]1[CH:29]=[CH:28][CH:27]=[CH:26][CH:25]=1.O, predict the reaction product. (6) The product is: [C:8]1(=[C:14]([C:30]2[CH:35]=[CH:34][C:33]([OH:36])=[C:32]([F:37])[CH:31]=2)[C:15]2[CH:16]=[CH:17][C:18](/[CH:21]=[CH:22]/[C:23]([OH:25])=[O:24])=[CH:19][CH:20]=2)[CH2:13][CH2:12][CH2:11][CH2:10][CH2:9]1. Given the reactants FC(F)(F)C(O)=O.[C:8]1(=[C:14]([C:30]2[CH:35]=[CH:34][C:33]([OH:36])=[C:32]([F:37])[CH:31]=2)[C:15]2[CH:20]=[CH:19][C:18](/[CH:21]=[CH:22]/[C:23]([O:25]C(C)(C)C)=[O:24])=[CH:17][CH:16]=2)[CH2:13][CH2:12][CH2:11][CH2:10][CH2:9]1, predict the reaction product. (7) Given the reactants Cl[C:2]1[CH:3]=[CH:4][C:5](OCCCCCCC)=[C:6]([CH:32]=1)[C:7]([NH:9][C@@H:10]([CH2:14][C:15]1[CH:20]=[CH:19][C:18]([C:21]2[CH:26]=[CH:25][C:24](OC(F)(F)F)=[CH:23][CH:22]=2)=[CH:17][CH:16]=1)[C:11]([OH:13])=[O:12])=[O:8].[F:41][C:42]([F:53])([F:52])[C:43]1[CH:48]=[CH:47][C:46](B(O)O)=[CH:45][CH:44]=1, predict the reaction product. The product is: [C:18]1([C:21]2[CH:26]=[CH:25][CH:24]=[CH:23][CH:22]=2)[CH:17]=[CH:16][C:15]([CH2:14][C@H:10]([NH:9][C:7]([C:6]2[CH:32]=[CH:2][C:3]([C:46]3[CH:47]=[CH:48][C:43]([C:42]([F:53])([F:52])[F:41])=[CH:44][CH:45]=3)=[CH:4][CH:5]=2)=[O:8])[C:11]([OH:13])=[O:12])=[CH:20][CH:19]=1. (8) Given the reactants [CH3:1][C:2]1[CH:14]=[CH:13][CH:12]=[CH:11][C:3]=1[O:4][CH2:5][C:6]([O:8][CH2:9][CH3:10])=[O:7].[Cl:15][S:16](O)(=[O:18])=[O:17], predict the reaction product. The product is: [CH2:9]([O:8][C:6](=[O:7])[CH2:5][O:4][C:3]1[CH:11]=[CH:12][C:13]([S:16]([Cl:15])(=[O:18])=[O:17])=[CH:14][C:2]=1[CH3:1])[CH3:10].